This data is from NCI-60 drug combinations with 297,098 pairs across 59 cell lines. The task is: Regression. Given two drug SMILES strings and cell line genomic features, predict the synergy score measuring deviation from expected non-interaction effect. (1) Drug 1: C1CC(=O)NC(=O)C1N2C(=O)C3=CC=CC=C3C2=O. Drug 2: CC12CCC3C(C1CCC2OP(=O)(O)O)CCC4=C3C=CC(=C4)OC(=O)N(CCCl)CCCl.[Na+]. Cell line: COLO 205. Synergy scores: CSS=7.37, Synergy_ZIP=1.57, Synergy_Bliss=-5.99, Synergy_Loewe=2.52, Synergy_HSA=-6.67. (2) Drug 1: C1=CC(=CC=C1CC(C(=O)O)N)N(CCCl)CCCl.Cl. Drug 2: CC(C)CN1C=NC2=C1C3=CC=CC=C3N=C2N. Cell line: MDA-MB-231. Synergy scores: CSS=-3.74, Synergy_ZIP=-4.13, Synergy_Bliss=-7.80, Synergy_Loewe=-9.94, Synergy_HSA=-8.66. (3) Drug 1: CCC(=C(C1=CC=CC=C1)C2=CC=C(C=C2)OCCN(C)C)C3=CC=CC=C3.C(C(=O)O)C(CC(=O)O)(C(=O)O)O. Drug 2: CCN(CC)CCCC(C)NC1=C2C=C(C=CC2=NC3=C1C=CC(=C3)Cl)OC. Cell line: BT-549. Synergy scores: CSS=4.68, Synergy_ZIP=-1.97, Synergy_Bliss=1.49, Synergy_Loewe=-9.52, Synergy_HSA=-1.21. (4) Drug 1: C1=C(C(=O)NC(=O)N1)F. Drug 2: CC1C(C(CC(O1)OC2CC(CC3=C2C(=C4C(=C3O)C(=O)C5=CC=CC=C5C4=O)O)(C(=O)C)O)N)O. Cell line: SW-620. Synergy scores: CSS=45.9, Synergy_ZIP=-7.96, Synergy_Bliss=-12.6, Synergy_Loewe=-6.96, Synergy_HSA=-5.59. (5) Drug 1: CC1=CC=C(C=C1)C2=CC(=NN2C3=CC=C(C=C3)S(=O)(=O)N)C(F)(F)F. Drug 2: CN(C(=O)NC(C=O)C(C(C(CO)O)O)O)N=O. Cell line: TK-10. Synergy scores: CSS=0.176, Synergy_ZIP=5.84, Synergy_Bliss=8.23, Synergy_Loewe=-0.868, Synergy_HSA=-0.513. (6) Drug 1: C1=NC2=C(N=C(N=C2N1C3C(C(C(O3)CO)O)O)F)N. Drug 2: CC1C(C(CC(O1)OC2CC(CC3=C2C(=C4C(=C3O)C(=O)C5=C(C4=O)C(=CC=C5)OC)O)(C(=O)CO)O)N)O.Cl. Cell line: SF-539. Synergy scores: CSS=29.8, Synergy_ZIP=-10.6, Synergy_Bliss=-5.51, Synergy_Loewe=-18.3, Synergy_HSA=-3.07. (7) Drug 1: CC1C(C(CC(O1)OC2CC(OC(C2O)C)OC3=CC4=CC5=C(C(=O)C(C(C5)C(C(=O)C(C(C)O)O)OC)OC6CC(C(C(O6)C)O)OC7CC(C(C(O7)C)O)OC8CC(C(C(O8)C)O)(C)O)C(=C4C(=C3C)O)O)O)O. Drug 2: B(C(CC(C)C)NC(=O)C(CC1=CC=CC=C1)NC(=O)C2=NC=CN=C2)(O)O. Cell line: EKVX. Synergy scores: CSS=83.6, Synergy_ZIP=1.21, Synergy_Bliss=-0.461, Synergy_Loewe=1.59, Synergy_HSA=1.24. (8) Drug 1: C1=NC(=NC(=O)N1C2C(C(C(O2)CO)O)O)N. Drug 2: CCC1(CC2CC(C3=C(CCN(C2)C1)C4=CC=CC=C4N3)(C5=C(C=C6C(=C5)C78CCN9C7C(C=CC9)(C(C(C8N6C)(C(=O)OC)O)OC(=O)C)CC)OC)C(=O)OC)O.OS(=O)(=O)O. Cell line: CCRF-CEM. Synergy scores: CSS=0.502, Synergy_ZIP=1.87, Synergy_Bliss=1.06, Synergy_Loewe=-4.23, Synergy_HSA=-4.15.